From a dataset of Catalyst prediction with 721,799 reactions and 888 catalyst types from USPTO. Predict which catalyst facilitates the given reaction. (1) Reactant: [F:1][C:2]1[CH:3]=[C:4]([N+:10]([O-:12])=[O:11])[C:5]([CH3:9])=[C:6]([CH:8]=1)[NH2:7].[N:13]([O-])=O.[Na+]. Product: [F:1][C:2]1[CH:8]=[C:6]2[C:5]([CH:9]=[N:13][NH:7]2)=[C:4]([N+:10]([O-:12])=[O:11])[CH:3]=1. The catalyst class is: 86. (2) Reactant: C([O:4][C@H:5]([CH3:26])[CH2:6][CH2:7][CH2:8][CH2:9][N:10]1[C:18](=[O:19])[C:17]2[N:16]3[CH2:20][CH2:21][NH:22][CH2:23][C:15]3=[N:14][C:13]=2[N:12]([CH3:24])[C:11]1=[O:25])(=O)C.Cl.C(OCC)C. Product: [OH:4][C@H:5]([CH3:26])[CH2:6][CH2:7][CH2:8][CH2:9][N:10]1[C:18](=[O:19])[C:17]2[N:16]3[CH2:20][CH2:21][NH:22][CH2:23][C:15]3=[N:14][C:13]=2[N:12]([CH3:24])[C:11]1=[O:25]. The catalyst class is: 5. (3) Reactant: [OH:1][CH2:2][C@@H:3]([NH:11][C:12](=[O:18])[O:13][C:14]([CH3:17])([CH3:16])[CH3:15])[CH2:4][C@H:5]1[CH2:10][CH2:9][CH2:8][O:7][CH2:6]1.C(N(CC)CC)C.[S:26](Cl)([CH3:29])(=[O:28])=[O:27]. Product: [CH3:29][S:26]([O:1][CH2:2][C@@H:3]([NH:11][C:12]([O:13][C:14]([CH3:15])([CH3:17])[CH3:16])=[O:18])[CH2:4][C@H:5]1[CH2:10][CH2:9][CH2:8][O:7][CH2:6]1)(=[O:28])=[O:27]. The catalyst class is: 2. (4) Reactant: [Cl:1][C:2]1[C:3]([C:8]([OH:10])=[O:9])=[N:4][CH:5]=[CH:6][N:7]=1.[C:11](=O)([O-])[O-].[Cs+].[Cs+].IC. Product: [Cl:1][C:2]1[C:3]([C:8]([O:10][CH3:11])=[O:9])=[N:4][CH:5]=[CH:6][N:7]=1. The catalyst class is: 3.